The task is: Predict the product of the given reaction.. This data is from Forward reaction prediction with 1.9M reactions from USPTO patents (1976-2016). (1) Given the reactants [H-].[Na+].[CH2:3]([N:10]([CH2:24][CH2:25][CH2:26][NH:27][S:28]([C:31]1[CH:36]=[CH:35][CH:34]=[CH:33][CH:32]=1)(=[O:30])=[O:29])[CH2:11][CH2:12][CH2:13][NH:14][S:15]([C:18]1[CH:23]=[CH:22][CH:21]=[CH:20][CH:19]=1)(=[O:17])=[O:16])[C:4]1[CH:9]=[CH:8][CH:7]=[CH:6][CH:5]=1.Cl[CH2:38][C:39]([CH2:41]Cl)=[CH2:40], predict the reaction product. The product is: [CH2:3]([N:10]1[CH2:24][CH2:25][CH2:26][N:27]([S:28]([C:31]2[CH:32]=[CH:33][CH:34]=[CH:35][CH:36]=2)(=[O:29])=[O:30])[CH2:41][C:39](=[CH2:38])[CH2:40][N:14]([S:15]([C:18]2[CH:23]=[CH:22][CH:21]=[CH:20][CH:19]=2)(=[O:17])=[O:16])[CH2:13][CH2:12][CH2:11]1)[C:4]1[CH:9]=[CH:8][CH:7]=[CH:6][CH:5]=1. (2) The product is: [CH2:2]([C:4]1[CH:9]=[C:8]([CH3:10])[CH:7]=[C:6]([CH2:11][CH3:12])[C:5]=1[C:14](=[O:20])[C:15]([O:17][CH2:18][CH3:19])=[O:16])[CH3:3]. Given the reactants [Mg].[CH2:2]([C:4]1[CH:9]=[C:8]([CH3:10])[CH:7]=[C:6]([CH2:11][CH3:12])[C:5]=1Br)[CH3:3].[C:14](OCC)(=[O:20])[C:15]([O:17][CH2:18][CH3:19])=[O:16].Cl, predict the reaction product. (3) The product is: [OH:4][C:3]([CH2:5][NH:6][C:7]([C:9]1[N:10]([CH3:33])[CH:11]=[C:12]([NH:14][C:15]([C:17]2[C:18]([C:23]3[CH:24]=[CH:25][C:26]([C:29]([F:31])([F:30])[F:32])=[CH:27][CH:28]=3)=[CH:19][CH:20]=[CH:21][CH:22]=2)=[O:16])[CH:13]=1)=[O:8])=[O:2]. Given the reactants C[O:2][C:3]([CH2:5][NH:6][C:7]([C:9]1[N:10]([CH3:33])[CH:11]=[C:12]([NH:14][C:15]([C:17]2[C:18]([C:23]3[CH:28]=[CH:27][C:26]([C:29]([F:32])([F:31])[F:30])=[CH:25][CH:24]=3)=[CH:19][CH:20]=[CH:21][CH:22]=2)=[O:16])[CH:13]=1)=[O:8])=[O:4].[OH-].[Na+].ClCCl.C(O)C, predict the reaction product. (4) Given the reactants [NH2:1][C:2]1[CH:3]=[C:4]([CH:9]=[CH:10][C:11]=1[I:12])[C:5]([O:7][CH3:8])=[O:6].[C:13](O)(=[O:17])[C:14]([CH3:16])=[CH2:15].F[P-](F)(F)(F)(F)F.N1(OC(N(C)C)=[N+](C)C)C2N=CC=CC=2N=N1.C(N(CC)C(C)C)(C)C.Cl, predict the reaction product. The product is: [CH3:8][O:7][C:5](=[O:6])[C:4]1[CH:9]=[CH:10][C:11]([I:12])=[C:2]([NH:1][C:13](=[O:17])[C:14]([CH3:16])=[CH2:15])[CH:3]=1. (5) Given the reactants N1C=CC(N)=NC=1N.C(OC(C1NC2C(C=1)=CC([NH:23][C:24]1[N:29]=[C:28]([NH:30][C:31]3[CH:36]=[CH:35][CH:34]=[C:33]([OH:37])[CH:32]=3)[C:27]([F:38])=[CH:26][N:25]=1)=CC=2)=O)C.[Li+].[OH-], predict the reaction product. The product is: [F:38][C:27]1[C:28]([NH:30][C:31]2[CH:36]=[CH:35][CH:34]=[C:33]([OH:37])[CH:32]=2)=[N:29][C:24]([NH2:23])=[N:25][CH:26]=1. (6) Given the reactants Cl[C:2]1[N:7]=[C:6]([C:8]2[CH:9]=[CH:10][C:11]([O:16][CH3:17])=[C:12]([CH:15]=2)[C:13]#[N:14])[CH:5]=[CH:4][N:3]=1.[NH2:18][C:19]1[CH:24]=[CH:23][C:22]([NH:25][C:26](=[O:32])[O:27][C:28]([CH3:31])([CH3:30])[CH3:29])=[CH:21][CH:20]=1, predict the reaction product. The product is: [C:13]([C:12]1[CH:15]=[C:8]([C:6]2[CH:5]=[CH:4][N:3]=[C:2]([NH:18][C:19]3[CH:20]=[CH:21][C:22]([NH:25][C:26](=[O:32])[O:27][C:28]([CH3:30])([CH3:29])[CH3:31])=[CH:23][CH:24]=3)[N:7]=2)[CH:9]=[CH:10][C:11]=1[O:16][CH3:17])#[N:14]. (7) Given the reactants [C:1]([C:3]1[CH:29]=[CH:28][C:6]([O:7][CH2:8][CH2:9][CH:10]([NH:20]C(=O)OC(C)(C)C)[CH2:11][N:12]2[CH:17]3[CH2:18][CH2:19][CH:13]2[CH2:14][NH:15][CH2:16]3)=[CH:5][CH:4]=1)#[N:2].C(N(CC)CC)C.[CH2:37]([N:41]=[C:42]=[O:43])[CH2:38][CH2:39][CH3:40], predict the reaction product. The product is: [NH2:20][CH:10]([CH2:9][CH2:8][O:7][C:6]1[CH:28]=[CH:29][C:3]([C:1]#[N:2])=[CH:4][CH:5]=1)[CH2:11][N:12]1[CH:13]2[CH2:19][CH2:18][CH:17]1[CH2:16][N:15]([C:42]([NH:41][CH2:37][CH2:38][CH2:39][CH3:40])=[O:43])[CH2:14]2. (8) The product is: [CH3:20][O:21][C:22]1[CH:27]=[CH:26][CH:25]=[C:24]([O:28][CH3:29])[C:23]=1[C:2]1[N:7]=[N:6][C:5]([N:8]([CH3:19])[CH:9]2[CH2:14][C:13]([CH3:16])([CH3:15])[NH:12][C:11]([CH3:18])([CH3:17])[CH2:10]2)=[CH:4][CH:3]=1. Given the reactants Cl[C:2]1[N:7]=[N:6][C:5]([N:8]([CH3:19])[CH:9]2[CH2:14][C:13]([CH3:16])([CH3:15])[NH:12][C:11]([CH3:18])([CH3:17])[CH2:10]2)=[CH:4][CH:3]=1.[CH3:20][O:21][C:22]1[CH:27]=[CH:26][CH:25]=[C:24]([O:28][CH3:29])[C:23]=1B(O)O, predict the reaction product.